This data is from Peptide-MHC class I binding affinity with 185,985 pairs from IEDB/IMGT. The task is: Regression. Given a peptide amino acid sequence and an MHC pseudo amino acid sequence, predict their binding affinity value. This is MHC class I binding data. (1) The peptide sequence is WIKYIQYGVY. The MHC is Mamu-B52 with pseudo-sequence Mamu-B52. The binding affinity (normalized) is 0.321. (2) The peptide sequence is GVSTDIPSA. The MHC is HLA-A02:01 with pseudo-sequence HLA-A02:01. The binding affinity (normalized) is 0.294. (3) The peptide sequence is AIFQASMTK. The MHC is HLA-A68:01 with pseudo-sequence HLA-A68:01. The binding affinity (normalized) is 0.552.